From a dataset of Peptide-MHC class I binding affinity with 185,985 pairs from IEDB/IMGT. Regression. Given a peptide amino acid sequence and an MHC pseudo amino acid sequence, predict their binding affinity value. This is MHC class I binding data. (1) The peptide sequence is LVESGGGLV. The MHC is HLA-A02:06 with pseudo-sequence HLA-A02:06. The binding affinity (normalized) is 0.160. (2) The peptide sequence is YTFCGTIEY. The MHC is HLA-A02:12 with pseudo-sequence HLA-A02:12. The binding affinity (normalized) is 0.0847. (3) The peptide sequence is TPEGIIPSMF. The MHC is HLA-B35:01 with pseudo-sequence HLA-B35:01. The binding affinity (normalized) is 0.450.